Task: Predict the reactants needed to synthesize the given product.. Dataset: Full USPTO retrosynthesis dataset with 1.9M reactions from patents (1976-2016) (1) Given the product [C:33]([C:32]1[CH:35]=[C:36]([C:39]([F:40])([F:41])[F:42])[CH:37]=[CH:38][C:31]=1[N:20]1[CH2:19][CH:18]([CH3:21])[O:17][C:16]2[CH:22]=[C:12]([S:9]([N:8]([CH2:7][C:6]3[CH:5]=[CH:4][C:3]([O:2][CH3:1])=[CH:29][CH:28]=3)[C:23]3[S:24][CH:25]=[CH:26][N:27]=3)(=[O:11])=[O:10])[CH:13]=[CH:14][C:15]1=2)#[N:34], predict the reactants needed to synthesize it. The reactants are: [CH3:1][O:2][C:3]1[CH:29]=[CH:28][C:6]([CH2:7][N:8]([C:23]2[S:24][CH:25]=[CH:26][N:27]=2)[S:9]([C:12]2[CH:13]=[CH:14][C:15]3[NH:20][CH2:19][CH:18]([CH3:21])[O:17][C:16]=3[CH:22]=2)(=[O:11])=[O:10])=[CH:5][CH:4]=1.F[C:31]1[CH:38]=[CH:37][C:36]([C:39]([F:42])([F:41])[F:40])=[CH:35][C:32]=1[C:33]#[N:34].C([O-])([O-])=O.[Cs+].[Cs+]. (2) Given the product [CH2:14]([O:16][C:17]1[CH:22]=[CH:21][CH:20]=[CH:19][C:18]=1[NH:23][C:24]1[S:25][CH:2]=[C:3]([C:5]2[N:9]3[CH:10]=[CH:11][CH:12]=[N:13][C:8]3=[N:7][CH:6]=2)[N:26]=1)[CH3:15], predict the reactants needed to synthesize it. The reactants are: Br[CH2:2][C:3]([C:5]1[N:9]2[CH:10]=[CH:11][CH:12]=[N:13][C:8]2=[N:7][CH:6]=1)=O.[CH2:14]([O:16][C:17]1[CH:22]=[CH:21][CH:20]=[CH:19][C:18]=1[NH:23][C:24]([NH2:26])=[S:25])[CH3:15]. (3) Given the product [OH:3][CH2:4][CH2:5][C:6]1[CH:11]=[CH:10][C:9]2[S:12][CH2:13][C:14](=[O:15])[NH:17][C:8]=2[CH:7]=1, predict the reactants needed to synthesize it. The reactants are: [Cl-].[Na+].[OH:3][CH2:4][CH2:5][C:6]1[CH:11]=[CH:10][C:9]([S:12][CH2:13][C:14](O)=[O:15])=[C:8]([N+:17]([O-])=O)[CH:7]=1. (4) Given the product [CH2:6]([O:5][C:3](=[O:4])[C:2]([C:21]1[CH:22]=[CH:23][C:18]([S:17][CH2:16][CH2:15][O:14][CH3:13])=[CH:19][CH:20]=1)=[O:8])[CH3:7], predict the reactants needed to synthesize it. The reactants are: Cl[C:2](=[O:8])[C:3]([O:5][CH2:6][CH3:7])=[O:4].[Cl-].[Al+3].[Cl-].[Cl-].[CH3:13][O:14][CH2:15][CH2:16][S:17][C:18]1[CH:23]=[CH:22][CH:21]=[CH:20][CH:19]=1. (5) Given the product [CH3:1][S:2]([CH2:5][CH2:6][N:7]1[CH2:12][CH2:11][N:10]([C:13]2[CH:18]=[CH:17][C:16]([NH2:19])=[CH:15][CH:14]=2)[CH2:9][CH2:8]1)(=[O:3])=[O:4], predict the reactants needed to synthesize it. The reactants are: [CH3:1][S:2]([CH2:5][CH2:6][N:7]1[CH2:12][CH2:11][N:10]([C:13]2[CH:18]=[CH:17][C:16]([N+:19]([O-])=O)=[CH:15][CH:14]=2)[CH2:9][CH2:8]1)(=[O:4])=[O:3].[Cl-].[NH4+]. (6) Given the product [NH2:25][C:23]1[N:24]=[C:4]([OH:5])[CH:3]=[C:2]([CH:8]2[CH2:17][CH2:16][C:15]3[C:10](=[CH:11][CH:12]=[CH:13][CH:14]=3)[CH2:9]2)[N:22]=1, predict the reactants needed to synthesize it. The reactants are: O=[C:2]([CH:8]1[CH2:17][CH2:16][C:15]2[C:10](=[CH:11][CH:12]=[CH:13][CH:14]=2)[CH2:9]1)[CH2:3][C:4](OC)=[O:5].C(=O)(O)O.[NH2:22][C:23]([NH2:25])=[NH:24]. (7) Given the product [O:17]1[C:18]2[CH:24]=[CH:23][CH:22]=[CH:21][C:19]=2[CH:20]=[C:16]1[CH2:15][NH:14][C:10]1[CH:11]=[CH:12][CH:13]=[C:4]([C:3]([OH:25])=[O:2])[C:5]=1[C:6]([OH:8])=[O:7], predict the reactants needed to synthesize it. The reactants are: C[O:2][C:3](=[O:25])[C:4]1[C:5](=[C:10]([NH:14][CH2:15][C:16]2[O:17][C:18]3[CH:24]=[CH:23][CH:22]=[CH:21][C:19]=3[CH:20]=2)[CH:11]=[CH:12][CH:13]=1)[C:6]([O:8]C)=[O:7].COCCNC1C=CC=C(C(O)=O)C=1C(O)=O. (8) Given the product [Cl:1][C:2]1[CH:3]=[C:4]([N+:12]([O-:14])=[O:13])[C:5]([CH3:11])=[C:6]([CH:10]=1)[C:7]([O:9][CH3:15])=[O:8], predict the reactants needed to synthesize it. The reactants are: [Cl:1][C:2]1[CH:3]=[C:4]([N+:12]([O-:14])=[O:13])[C:5]([CH3:11])=[C:6]([CH:10]=1)[C:7]([OH:9])=[O:8].[C:15]([O-])([O-])=O.[Na+].[Na+].IC. (9) Given the product [CH2:39]([N:38]1[C:37]2[CH:36]=[CH:35][N:34]=[CH:33][C:32]=2[CH:31]=[C:30]1[C:28]1[N:27]([CH3:41])[C:26]2[CH:42]=[CH:43][C:23]([C:21]([N:17]3[CH2:18][CH2:19][CH2:20][CH:15]([NH2:14])[CH2:16]3)=[O:22])=[CH:24][C:25]=2[N:29]=1)[CH3:40], predict the reactants needed to synthesize it. The reactants are: C(O)(C(F)(F)F)=O.C(OC(=O)[NH:14][CH:15]1[CH2:20][CH2:19][CH2:18][N:17]([C:21]([C:23]2[CH:43]=[CH:42][C:26]3[N:27]([CH3:41])[C:28]([C:30]4[N:38]([CH2:39][CH3:40])[C:37]5[CH:36]=[CH:35][N:34]=[CH:33][C:32]=5[CH:31]=4)=[N:29][C:25]=3[CH:24]=2)=[O:22])[CH2:16]1)(C)(C)C.